This data is from Reaction yield outcomes from USPTO patents with 853,638 reactions. The task is: Predict the reaction yield, written as a fraction of the theoretical maximum amount of product (1.0 means a 100% yield; for example, 0.34 means a 34% yield). The reactants are [NH2:1][C@H:2]([C:7]([OH:9])=[O:8])[CH2:3][CH:4]([CH3:6])[CH3:5].[C:10]1([CH3:20])[CH:15]=[CH:14][C:13]([S:16]([OH:19])(=[O:18])=[O:17])=[CH:12][CH:11]=1.CC[CH2:23][CH2:24][CH2:25][CH2:26][CH3:27]. The catalyst is C1CCCCC1.C1(O)CCCC1. The product is [C:10]1([CH3:20])[CH:11]=[CH:12][C:13]([S:16]([OH:19])(=[O:17])=[O:18])=[CH:14][CH:15]=1.[CH:23]1([O:8][C:7](=[O:9])[C@@H:2]([NH2:1])[CH2:3][CH:4]([CH3:6])[CH3:5])[CH2:24][CH2:25][CH2:26][CH2:27]1. The yield is 0.850.